From a dataset of Full USPTO retrosynthesis dataset with 1.9M reactions from patents (1976-2016). Predict the reactants needed to synthesize the given product. (1) Given the product [C:22]([OH:23])(=[O:25])/[CH:1]=[CH:2]\[C:3]([OH:29])=[O:50].[F:6][C:7]1[CH:8]=[C:9]2[C:17](=[CH:18][CH:19]=1)[NH:16][C:15]1[CH2:14][CH2:13][C@H:12]([CH2:20][NH:21][CH2:33][C@@H:32]3[O:23][C:45]4=[C:44]5[C:49](=[CH:48][CH:47]=[C:46]4[O:50][CH2:38]3)[N:39]=[C:40]([CH3:41])[CH:42]=[CH:43]5)[CH2:11][C:10]2=1, predict the reactants needed to synthesize it. The reactants are: [C:1](#N)[CH2:2][CH2:3]C.[F:6][C:7]1[CH:8]=[C:9]2[C:17](=[CH:18][CH:19]=1)[NH:16][C:15]1[CH2:14][CH2:13][C@H:12]([CH2:20][NH2:21])[CH2:11][C:10]2=1.[C:22](=[O:25])([O-])[O-:23].[K+].[K+].S([C:32]1[CH:38]=CC(Br)=C[CH:33]=1)(O)(=O)=[O:29].[N:39]1[C:49]2[C:44](=[CH:45][CH:46]=[CH:47][CH:48]=2)[CH:43]=[CH:42][C:40]=1[CH3:41].[OH2:50]. (2) Given the product [F:23][C:20]1[C:21]2[C:16]([CH:17]=[CH:18][CH:19]=1)=[N:15][N:14]([CH2:10][CH2:11][C:12]#[C:13][C:2]1[CH:7]=[CH:6][CH:5]=[C:4]([CH2:8][F:9])[N:3]=1)[CH:22]=2, predict the reactants needed to synthesize it. The reactants are: Br[C:2]1[CH:7]=[CH:6][CH:5]=[C:4]([CH2:8][F:9])[N:3]=1.[CH2:10]([N:14]1[CH:22]=[C:21]2[C:16]([CH:17]=[CH:18][CH:19]=[C:20]2[F:23])=[N:15]1)[CH2:11][C:12]#[CH:13].